Dataset: Reaction yield outcomes from USPTO patents with 853,638 reactions. Task: Predict the reaction yield, written as a fraction of the theoretical maximum amount of product (1.0 means a 100% yield; for example, 0.34 means a 34% yield). (1) The reactants are C([N:8]1[CH2:14][C:13]2[CH:15]=[C:16]([O:19][CH3:20])[CH:17]=[CH:18][C:12]=2[NH:11][C:10](=[O:21])[CH2:9]1)C1C=CC=CC=1.Cl[C:23]([O:25][CH2:26][C:27]1[CH:32]=[CH:31][CH:30]=[CH:29][CH:28]=1)=[O:24]. The catalyst is ClCCl. The product is [CH2:26]([O:25][C:23]([N:8]1[CH2:14][C:13]2[CH:15]=[C:16]([O:19][CH3:20])[CH:17]=[CH:18][C:12]=2[NH:11][C:10](=[O:21])[CH2:9]1)=[O:24])[C:27]1[CH:32]=[CH:31][CH:30]=[CH:29][CH:28]=1. The yield is 0.930. (2) The reactants are [C:1]([O:5][C:6]([NH:8][CH2:9][C:10]1([CH2:16][C:17]([OH:19])=O)[CH2:15][CH2:14][CH2:13][CH2:12][CH2:11]1)=[O:7])([CH3:4])([CH3:3])[CH3:2].C([N:22](CC)CC)C.C(=O)C(C)C. The catalyst is C1COCC1. The product is [C:1]([O:5][C:6](=[O:7])[NH:8][CH2:9][C:10]1([CH2:16][C:17](=[O:19])[NH2:22])[CH2:15][CH2:14][CH2:13][CH2:12][CH2:11]1)([CH3:4])([CH3:3])[CH3:2]. The yield is 0.770. (3) The reactants are Cl.CN(C)CCCN=C=NCC.[Cl:13][C:14]1[CH:15]=[CH:16][C:17]([C:20]([OH:22])=O)=[N:18][CH:19]=1.[F:23][C:24]1([F:45])[CH2:44][CH2:43][C:27]2([C:35]3([N:39]=[C:38]([NH2:40])[C:37]([CH3:41])=[N:36]3)[C:34]3[C:29](=[CH:30][CH:31]=[C:32]([NH2:42])[CH:33]=3)[CH2:28]2)[CH2:26][CH2:25]1.Cl. The catalyst is C(Cl)Cl.CN(C=O)C. The product is [NH2:40][C:38]1[C:37]([CH3:41])=[N:36][C:35]2([C:34]3[C:29](=[CH:30][CH:31]=[C:32]([NH:42][C:20]([C:17]4[CH:16]=[CH:15][C:14]([Cl:13])=[CH:19][N:18]=4)=[O:22])[CH:33]=3)[CH2:28][C:27]32[CH2:26][CH2:25][C:24]([F:45])([F:23])[CH2:44][CH2:43]3)[N:39]=1. The yield is 0.170.